From a dataset of Forward reaction prediction with 1.9M reactions from USPTO patents (1976-2016). Predict the product of the given reaction. (1) The product is: [Cl:10][C:5]1[C:6]([S:8][CH3:9])=[N:7][C:2]([NH:20][C@@H:21]2[CH2:26][CH2:25][CH2:24][C@H:23]([C:27]([NH2:29])=[O:28])[CH2:22]2)=[N:3][CH:4]=1. Given the reactants Cl[C:2]1[N:7]=[C:6]([S:8][CH3:9])[C:5]([Cl:10])=[CH:4][N:3]=1.CCN(C(C)C)C(C)C.[NH2:20][C@@H:21]1[CH2:26][CH2:25][CH2:24][C@H:23]([C:27]([NH2:29])=[O:28])[CH2:22]1.C(OCC)(=O)C.CCCCCC, predict the reaction product. (2) Given the reactants C(OC([N:8]1[CH2:12][CH2:11][CH2:10][C@H:9]1[CH2:13][O:14][C:15]1[CH:23]=[CH:22][C:18](C(O)=O)=[CH:17][CH:16]=1)=O)(C)(C)C.C(Cl)Cl.[C:27]([OH:33])(C(F)(F)F)=[O:28].[C:34](Cl)([O:36][CH2:37][CH:38]1[C:50]2[C:45](=[CH:46][CH:47]=[CH:48][CH:49]=2)[C:44]2[C:39]1=[CH:40][CH:41]=[CH:42][CH:43]=2)=[O:35], predict the reaction product. The product is: [C:34]([C:23]1([CH:22]=[CH:18][CH:17]=[CH:16][CH:15]1[O:14][CH2:13][CH:9]1[CH2:10][CH2:11][CH2:12][NH:8]1)[C:27]([OH:33])=[O:28])([O:36][CH2:37][CH:38]1[C:50]2[C:45](=[CH:46][CH:47]=[CH:48][CH:49]=2)[C:44]2[C:39]1=[CH:40][CH:41]=[CH:42][CH:43]=2)=[O:35]. (3) Given the reactants [C:1]([O:5][C:6]([N:8]1[CH2:14][CH2:13][C:12]2[C:15]([S:20][CH2:21][C:22]3[CH:27]=[CH:26][C:25]([C:28](O)=[O:29])=[C:24]([F:31])[CH:23]=3)=[C:16]([Cl:19])[CH:17]=[CH:18][C:11]=2[CH2:10][CH2:9]1)=[O:7])([CH3:4])([CH3:3])[CH3:2].[C:32]([NH2:36])([CH3:35])([CH3:34])[CH3:33].C(Cl)CCl.C1C=CC2N(O)N=NC=2C=1, predict the reaction product. The product is: [C:1]([O:5][C:6]([N:8]1[CH2:14][CH2:13][C:12]2[C:15]([S:20][CH2:21][C:22]3[CH:27]=[CH:26][C:25]([C:28](=[O:29])[NH:36][C:32]([CH3:35])([CH3:34])[CH3:33])=[C:24]([F:31])[CH:23]=3)=[C:16]([Cl:19])[CH:17]=[CH:18][C:11]=2[CH2:10][CH2:9]1)=[O:7])([CH3:4])([CH3:2])[CH3:3]. (4) Given the reactants Cl[C:2]1[C:7]([Cl:8])=[CH:6][C:5]([N+:9]([O-:11])=[O:10])=[CH:4][N:3]=1.[OH:12][CH:13]1[CH2:18][CH2:17][NH:16][CH2:15][CH2:14]1.O, predict the reaction product. The product is: [Cl:8][C:7]1[C:2]([N:16]2[CH2:17][CH2:18][CH:13]([OH:12])[CH2:14][CH2:15]2)=[N:3][CH:4]=[C:5]([N+:9]([O-:11])=[O:10])[CH:6]=1.